Dataset: Reaction yield outcomes from USPTO patents with 853,638 reactions. Task: Predict the reaction yield, written as a fraction of the theoretical maximum amount of product (1.0 means a 100% yield; for example, 0.34 means a 34% yield). (1) The reactants are [CH2:1]([O:3][C:4](=[O:12])[C:5]1[CH:10]=[CH:9][C:8](I)=[CH:7][CH:6]=1)[CH3:2].[NH2:13][C:14]1[CH:15]=[N:16][C:17]([CH3:20])=[CH:18][CH:19]=1.C([O-])([O-])=O.[Cs+].[Cs+]. The catalyst is C1(C)C=CC=CC=1.CC([O-])=O.CC([O-])=O.[Pd+2].C1C=CC(P(C2C(C3C(P(C4C=CC=CC=4)C4C=CC=CC=4)=CC=C4C=3C=CC=C4)=C3C(C=CC=C3)=CC=2)C2C=CC=CC=2)=CC=1. The product is [CH2:1]([O:3][C:4](=[O:12])[C:5]1[CH:10]=[CH:9][C:8]([NH:13][C:14]2[CH:15]=[N:16][C:17]([CH3:20])=[CH:18][CH:19]=2)=[CH:7][CH:6]=1)[CH3:2]. The yield is 0.980. (2) The reactants are [CH:1]1[C:14]2[C:5](=[N:6][C:7]3[C:12]([C:13]=2[NH:15][C:16]2[CH:21]=[CH:20][C:19]([N:22]4[CH2:27][CH2:26][NH:25][CH2:24][CH2:23]4)=[CH:18][CH:17]=2)=[CH:11][CH:10]=[CH:9][CH:8]=3)[CH:4]=[CH:3][CH:2]=1.[C:28](Cl)(=[O:30])[CH3:29].N1C=CC=CC=1.C(N(CC)CC)C. The catalyst is C(Cl)(Cl)Cl. The product is [CH:1]1[C:14]2[C:5](=[N:6][C:7]3[C:12]([C:13]=2[NH:15][C:16]2[CH:17]=[CH:18][C:19]([N:22]4[CH2:27][CH2:26][N:25]([C:28](=[O:30])[CH3:29])[CH2:24][CH2:23]4)=[CH:20][CH:21]=2)=[CH:11][CH:10]=[CH:9][CH:8]=3)[CH:4]=[CH:3][CH:2]=1. The yield is 0.0100.